This data is from Reaction yield outcomes from USPTO patents with 853,638 reactions. The task is: Predict the reaction yield, written as a fraction of the theoretical maximum amount of product (1.0 means a 100% yield; for example, 0.34 means a 34% yield). (1) The reactants are [C:1]1([C:3](=[CH:5][CH:6]=[CH:7][CH:8]=1)[OH:4])[OH:2].CO[C:11](OC)([CH3:13])[CH3:12].C([O-])(O)=O.[Na+]. The catalyst is C1(C)C=CC=CC=1.CC1C=CC(S(O)(=O)=O)=CC=1. The product is [CH3:12][C:11]1([CH3:13])[O:4][C:3]2[CH:5]=[CH:6][CH:7]=[CH:8][C:1]=2[O:2]1. The yield is 0.170. (2) The reactants are [CH3:1][O:2][C:3](=[O:29])[C:4]1[CH:9]=[CH:8][C:7]([CH2:10][CH:11]([C:19]([O:21]CC2C=CC=CC=2)=[O:20])[C:12]2[CH:17]=[CH:16][C:15]([Br:18])=[CH:14][CH:13]=2)=[CH:6][CH:5]=1. The catalyst is CCO.[Pt](=O)=O. The product is [CH3:1][O:2][C:3](=[O:29])[C:4]1[CH:5]=[CH:6][C:7]([CH2:10][CH:11]([C:12]2[CH:13]=[CH:14][C:15]([Br:18])=[CH:16][CH:17]=2)[C:19]([OH:21])=[O:20])=[CH:8][CH:9]=1. The yield is 0.910. (3) The reactants are [CH2:1]([O:3][C:4](=[O:33])[CH:5]=[C:6]([N:13]1[C:21]2[C:16](=[CH:17][C:18]([O:22][CH2:23][CH2:24][O:25]CC3C=CC=CC=3)=[CH:19][CH:20]=2)[CH:15]=[CH:14]1)[C:7]1[CH:12]=[CH:11][CH:10]=[CH:9][CH:8]=1)[CH3:2]. The catalyst is C(OCC)(=O)C.CO.[Pd]. The product is [CH2:1]([O:3][C:4](=[O:33])[CH2:5][CH:6]([N:13]1[C:21]2[C:16](=[CH:17][C:18]([O:22][CH2:23][CH2:24][OH:25])=[CH:19][CH:20]=2)[CH:15]=[CH:14]1)[C:7]1[CH:8]=[CH:9][CH:10]=[CH:11][CH:12]=1)[CH3:2]. The yield is 0.800.